From a dataset of Full USPTO retrosynthesis dataset with 1.9M reactions from patents (1976-2016). Predict the reactants needed to synthesize the given product. (1) The reactants are: [Br:1][C:2]1[C:7]([CH3:8])=[CH:6][CH:5]=[CH:4][C:3]=1[CH3:9].[Br:10]N1C(=O)CCC1=O. Given the product [Br:10][CH2:9][C:3]1[CH:4]=[CH:5][CH:6]=[C:7]([CH3:8])[C:2]=1[Br:1], predict the reactants needed to synthesize it. (2) Given the product [C:27]([NH:31][S:32]([C:35]1[CH:40]=[C:39]([C:2]2[CH:7]=[CH:6][CH:5]=[C:4]([C:8]3[CH2:14][C:13](=[O:15])[NH:12][C:11]4[CH:16]=[C:17]([C:23]([F:26])([F:25])[F:24])[C:18]([O:20][CH2:21][CH3:22])=[CH:19][C:10]=4[N:9]=3)[CH:3]=2)[CH:38]=[CH:37][CH:36]=1)(=[O:34])=[O:33])([CH3:30])([CH3:28])[CH3:29], predict the reactants needed to synthesize it. The reactants are: Br[C:2]1[CH:3]=[C:4]([C:8]2[CH2:14][C:13](=[O:15])[NH:12][C:11]3[CH:16]=[C:17]([C:23]([F:26])([F:25])[F:24])[C:18]([O:20][CH2:21][CH3:22])=[CH:19][C:10]=3[N:9]=2)[CH:5]=[CH:6][CH:7]=1.[C:27]([NH:31][S:32]([C:35]1[CH:36]=[C:37](B(O)O)[CH:38]=[CH:39][CH:40]=1)(=[O:34])=[O:33])([CH3:30])([CH3:29])[CH3:28]. (3) Given the product [CH3:26][C:24]1[CH:23]=[C:22]([C:27]2[CH:32]=[CH:31][C:30]([C:33]([F:36])([F:34])[F:35])=[CH:29][CH:28]=2)[N:21]=[C:20]([C:16]2[CH:15]=[C:14]([C:11]3[S:10][C:9]([S:6]([NH2:5])(=[O:8])=[O:7])=[CH:13][CH:12]=3)[CH:19]=[CH:18][CH:17]=2)[N:25]=1, predict the reactants needed to synthesize it. The reactants are: C([NH:5][S:6]([C:9]1[S:10][C:11]([C:14]2[CH:19]=[CH:18][CH:17]=[C:16]([C:20]3[N:25]=[C:24]([CH3:26])[CH:23]=[C:22]([C:27]4[CH:32]=[CH:31][C:30]([C:33]([F:36])([F:35])[F:34])=[CH:29][CH:28]=4)[N:21]=3)[CH:15]=2)=[CH:12][CH:13]=1)(=[O:8])=[O:7])(C)(C)C.C(O)(C(F)(F)F)=O. (4) Given the product [CH2:1]([O:3][C:4](=[O:25])[CH:5]1[CH2:6][CH2:7][N:8]([C:11]2[C:12]([F:24])=[CH:13][C:14]([C:17]([O:19][C:20]([CH3:21])([CH3:23])[CH3:22])=[O:18])=[CH:15][C:16]=2[Cl:26])[CH2:9][CH2:10]1)[CH3:2], predict the reactants needed to synthesize it. The reactants are: [CH2:1]([O:3][C:4](=[O:25])[CH:5]1[CH2:10][CH2:9][N:8]([C:11]2[CH:16]=[CH:15][C:14]([C:17]([O:19][C:20]([CH3:23])([CH3:22])[CH3:21])=[O:18])=[CH:13][C:12]=2[F:24])[CH2:7][CH2:6]1)[CH3:2].[Cl:26]N1C(=O)CCC1=O. (5) Given the product [CH3:14][O:15][CH2:16][CH2:17][NH:18][C:8]1[N:9]=[CH:10][C:5]2[CH:4]=[CH:3][C:2]([CH3:1])=[N:13][C:6]=2[N:7]=1, predict the reactants needed to synthesize it. The reactants are: [CH3:1][C:2]1[CH:3]=[CH:4][C:5]2[CH:10]=[N:9][C:8](SC)=[N:7][C:6]=2[N:13]=1.[CH3:14][O:15][CH2:16][CH2:17][NH2:18]. (6) The reactants are: [F:1][C:2]1([F:36])[O:6][C:5]2[CH:7]=[CH:8][C:9]([C:11]3([C:14]([NH:16][C:17]4[N:22]=[C:21]([C:23]5[CH:24]=[CH:25][C:26](=[O:34])[N:27]([CH2:29][C:30]([O:32]C)=[O:31])[CH:28]=5)[C:20]([CH3:35])=[CH:19][CH:18]=4)=[O:15])[CH2:13][CH2:12]3)=[CH:10][C:4]=2[O:3]1.[OH-].[Li+]. Given the product [F:36][C:2]1([F:1])[O:6][C:5]2[CH:7]=[CH:8][C:9]([C:11]3([C:14]([NH:16][C:17]4[N:22]=[C:21]([C:23]5[CH:24]=[CH:25][C:26](=[O:34])[N:27]([CH2:29][C:30]([OH:32])=[O:31])[CH:28]=5)[C:20]([CH3:35])=[CH:19][CH:18]=4)=[O:15])[CH2:13][CH2:12]3)=[CH:10][C:4]=2[O:3]1, predict the reactants needed to synthesize it.